Predict the reactants needed to synthesize the given product. From a dataset of Full USPTO retrosynthesis dataset with 1.9M reactions from patents (1976-2016). Given the product [C:6]([C:9]1[CH:10]=[CH:11][C:12]([N:1]2[CH:5]=[CH:4][CH:3]=[N:2]2)=[N:13][CH:14]=1)(=[O:8])[CH3:7], predict the reactants needed to synthesize it. The reactants are: [NH:1]1[CH:5]=[CH:4][CH:3]=[N:2]1.[C:6]([C:9]1[CH:10]=[CH:11][C:12](Br)=[N:13][CH:14]=1)(=[O:8])[CH3:7].C(=O)([O-])[O-].[K+].[K+].O.